From a dataset of Reaction yield outcomes from USPTO patents with 853,638 reactions. Predict the reaction yield, written as a fraction of the theoretical maximum amount of product (1.0 means a 100% yield; for example, 0.34 means a 34% yield). (1) The reactants are [N:1]1[CH:2]=[CH:3][N:4]2[CH:9]=[C:8]([C:10]([O:12]C)=O)[CH:7]=[CH:6][C:5]=12.O.[OH-].[Li+].[Cl-].[NH4+].[Cl-].COC1N=C(OC)N=C([N+]2(C)CCOCC2)[N:23]=1. The catalyst is ClCCl.O.C(COC)OC.O. The product is [N:1]1[CH:2]=[CH:3][N:4]2[CH:9]=[C:8]([C:10]([NH2:23])=[O:12])[CH:7]=[CH:6][C:5]=12. The yield is 0.400. (2) The yield is 0.690. The catalyst is ClCCl.FC(F)(F)C(O)=O. The reactants are [F:1][C:2]1[CH:3]=[C:4]([CH:37]=[CH:38][C:39]=1[F:40])[CH2:5][NH:6][C:7]([C:9]1[N:13](CC2C=CC(OC)=CC=2)[N:12]=[C:11]([N:23]2[C:27](=[O:28])[N:26]([CH2:29][C:30]3[CH:35]=[CH:34][C:33]([F:36])=[CH:32][CH:31]=3)[N:25]=[CH:24]2)[CH:10]=1)=[O:8].FC(S(O)(=O)=O)(F)F. The product is [F:1][C:2]1[CH:3]=[C:4]([CH:37]=[CH:38][C:39]=1[F:40])[CH2:5][NH:6][C:7]([C:9]1[NH:13][N:12]=[C:11]([N:23]2[C:27](=[O:28])[N:26]([CH2:29][C:30]3[CH:35]=[CH:34][C:33]([F:36])=[CH:32][CH:31]=3)[N:25]=[CH:24]2)[CH:10]=1)=[O:8].